Dataset: Forward reaction prediction with 1.9M reactions from USPTO patents (1976-2016). Task: Predict the product of the given reaction. (1) Given the reactants [CH:1]1([NH2:7])[CH2:6][CH2:5][CH2:4][CH2:3][CH2:2]1.C[O:9][C:10]([C:12]1[C:16]([NH:17][C:18]([C:20]2[C:25]([NH:26][C:27]3[CH:28]=[N:29][CH:30]=[N:31][CH:32]=3)=[CH:24][CH:23]=[C:22]([CH:33]3[CH2:35][CH2:34]3)[N:21]=2)=[O:19])=[CH:15][N:14]([CH3:36])[N:13]=1)=O, predict the reaction product. The product is: [CH:1]1([NH:7][C:10]([C:12]2[C:16]([NH:17][C:18]([C:20]3[C:25]([NH:26][C:27]4[CH:28]=[N:29][CH:30]=[N:31][CH:32]=4)=[CH:24][CH:23]=[C:22]([CH:33]4[CH2:35][CH2:34]4)[N:21]=3)=[O:19])=[CH:15][N:14]([CH3:36])[N:13]=2)=[O:9])[CH2:6][CH2:5][CH2:4][CH2:3][CH2:2]1. (2) Given the reactants [N+:1]([C:4]1[CH:9]=[CH:8][CH:7]=[C:6](/[CH:10]=[CH:11]/[C:12]2[CH:17]=[CH:16][CH:15]=[C:14]([O:18][C:19]([F:22])([F:21])[F:20])[CH:13]=2)[CH:5]=1)([O-])=O.O.O.[Sn](Cl)Cl, predict the reaction product. The product is: [F:20][C:19]([F:21])([F:22])[O:18][C:14]1[CH:13]=[C:12]([CH:17]=[CH:16][CH:15]=1)/[CH:11]=[CH:10]/[C:6]1[CH:5]=[C:4]([CH:9]=[CH:8][CH:7]=1)[NH2:1]. (3) Given the reactants [Cl:1][C:2]1[C:3](F)=[CH:4][C:5]([F:29])=[C:6]([S:8]([N:11]([C:23]2[S:24][C:25]([Cl:28])=[CH:26][N:27]=2)CC2C=CC(OC)=CC=2OC)(=[O:10])=[O:9])[CH:7]=1.[Cl:31][C:32]1[CH:33]=[CH:34][C:35]([OH:49])=[C:36]([CH:38]2[CH2:41][N:40](C(OC(C)(C)C)=O)[CH2:39]2)[CH:37]=1.FC(F)(F)C(O)=O, predict the reaction product. The product is: [NH:40]1[CH2:41][CH:38]([C:36]2[CH:37]=[C:32]([Cl:31])[CH:33]=[CH:34][C:35]=2[O:49][C:3]2[C:2]([Cl:1])=[CH:7][C:6]([S:8]([NH:11][C:23]3[S:24][C:25]([Cl:28])=[CH:26][N:27]=3)(=[O:9])=[O:10])=[C:5]([F:29])[CH:4]=2)[CH2:39]1. (4) Given the reactants [CH2:1]([O:8][C:9]([CH2:11][C@H:12]([NH:15][C:16](=[O:22])[O:17][C:18]([CH3:21])([CH3:20])[CH3:19])[CH2:13][OH:14])=[O:10])[C:2]1[CH:7]=[CH:6][CH:5]=[CH:4][CH:3]=1.[C:23](C1C=C(C)C=C(C(C)(C)C)N=1)(C)(C)C.F[B-](F)(F)F.C[O+](C)C, predict the reaction product. The product is: [CH2:1]([O:8][C:9]([CH2:11][C@H:12]([NH:15][C:16](=[O:22])[O:17][C:18]([CH3:19])([CH3:21])[CH3:20])[CH2:13][O:14][CH3:23])=[O:10])[C:2]1[CH:7]=[CH:6][CH:5]=[CH:4][CH:3]=1. (5) Given the reactants [F:1][C:2]1[CH:7]=[CH:6][C:5]([S:8]([C:11]2[CH:12]=[C:13]([CH:30]=[CH:31][C:32]=2[OH:33])[CH2:14][C:15]2[C:27]([CH3:28])=[CH:26][C:18]([O:19][CH2:20][C:21]([O:23]CC)=[O:22])=[CH:17][C:16]=2[CH3:29])(=[O:10])=[O:9])=[CH:4][CH:3]=1, predict the reaction product. The product is: [F:1][C:2]1[CH:3]=[CH:4][C:5]([S:8]([C:11]2[CH:12]=[C:13]([CH:30]=[CH:31][C:32]=2[OH:33])[CH2:14][C:15]2[C:27]([CH3:28])=[CH:26][C:18]([O:19][CH2:20][C:21]([OH:23])=[O:22])=[CH:17][C:16]=2[CH3:29])(=[O:10])=[O:9])=[CH:6][CH:7]=1.